Dataset: Peptide-MHC class II binding affinity with 134,281 pairs from IEDB. Task: Regression. Given a peptide amino acid sequence and an MHC pseudo amino acid sequence, predict their binding affinity value. This is MHC class II binding data. (1) The peptide sequence is KKLIPSWASVKEDLV. The MHC is DRB4_0103 with pseudo-sequence DRB4_0103. The binding affinity (normalized) is 0.486. (2) The peptide sequence is VTKDTNDNNLYKLHG. The MHC is DRB1_0801 with pseudo-sequence DRB1_0801. The binding affinity (normalized) is 0.236. (3) The peptide sequence is TEAKEGLKRGEITHHAV. The MHC is DRB1_0405 with pseudo-sequence DRB1_0405. The binding affinity (normalized) is 0. (4) The peptide sequence is AILIWMYYHGQRHSDEH. The MHC is DRB1_1101 with pseudo-sequence DRB1_1101. The binding affinity (normalized) is 0.